This data is from Cav3 T-type calcium channel HTS with 100,875 compounds. The task is: Binary Classification. Given a drug SMILES string, predict its activity (active/inactive) in a high-throughput screening assay against a specified biological target. (1) The result is 0 (inactive). The drug is Fc1ccc(OCCOCCNCCCC)cc1. (2) The result is 0 (inactive). The molecule is Clc1c(OC)cc(NC(OCCC)=O)c(OC)c1. (3) The molecule is s1c(C2CC(=O)/C(C(=O)C2)=C\NCCN2CCN(CC2)C(=O)CC)ccc1. The result is 0 (inactive). (4) The molecule is n1(CCN(CC)CC)c(NCc2n(c3c(n2)cccc3)Cc2ccccc2)nc2c1cccc2. The result is 1 (active). (5) The drug is o1c(CN2CCN(CC2)C)c(c2c1ccc(OC)c2)C(OCC)=O. The result is 0 (inactive).